The task is: Predict the reaction yield, written as a fraction of the theoretical maximum amount of product (1.0 means a 100% yield; for example, 0.34 means a 34% yield).. This data is from Reaction yield outcomes from USPTO patents with 853,638 reactions. (1) The reactants are Cl[C:2]1[N:11]=[C:10]([NH:12][CH2:13][CH:14]([C:21]2[CH:26]=[CH:25][CH:24]=[CH:23][CH:22]=2)[C:15]2[N:20]=[CH:19][CH:18]=[CH:17][N:16]=2)[C:9]2[C:4](=[CH:5][CH:6]=[CH:7][CH:8]=2)[N:3]=1.[CH3:27][S:28]([NH:31][C:32]1[CH:37]=[CH:36][C:35](B(O)O)=[CH:34][CH:33]=1)(=[O:30])=[O:29].C1(C(C2C=CC=CN=2)CNC2C3C(=CC=CC=3)N=C(C3C=CC(NS(C)(=O)=O)=CC=3)N=2)C=CC=CC=1. The catalyst is C(Cl)(Cl)Cl.CO. The product is [C:21]1([CH:14]([C:15]2[N:20]=[CH:19][CH:18]=[CH:17][N:16]=2)[CH2:13][NH:12][C:10]2[C:9]3[C:4](=[CH:5][CH:6]=[CH:7][CH:8]=3)[N:3]=[C:2]([C:35]3[CH:34]=[CH:33][C:32]([NH:31][S:28]([CH3:27])(=[O:29])=[O:30])=[CH:37][CH:36]=3)[N:11]=2)[CH:26]=[CH:25][CH:24]=[CH:23][CH:22]=1. The yield is 0.510. (2) The reactants are [F:1][C:2]1[CH:16]=[CH:15][CH:14]=[CH:13][C:3]=1[O:4][C:5]1[CH:12]=[CH:11][C:8]([CH:9]=O)=[CH:7][CH:6]=1.[N+:17]([CH3:20])([O-:19])=[O:18].C([O-])(=O)C.[NH4+].[BH4-].[Na+]. The catalyst is O.C(O)(=O)C.CS(C)=O.C(OCC)(=O)C. The product is [F:1][C:2]1[CH:16]=[CH:15][CH:14]=[CH:13][C:3]=1[O:4][C:5]1[CH:12]=[CH:11][C:8]([CH2:9][CH2:20][N+:17]([O-:19])=[O:18])=[CH:7][CH:6]=1. The yield is 0.496. (3) The reactants are [O:1]1[C:6]2[CH:7]=[C:8]([O:11][C:12]3[CH:21]=[CH:20][N:19]=[C:18]4[C:13]=3[C:14]3[CH:26]=[CH:25][CH:24]=[CH:23][C:15]=3[C:16](=[O:22])[NH:17]4)[CH:9]=[CH:10][C:5]=2[NH:4][CH2:3][CH2:2]1.[N:27]([C:30]1[CH:35]=[CH:34][CH:33]=[CH:32][CH:31]=1)=[C:28]=[O:29]. No catalyst specified. The product is [C:30]1([NH:27][C:28]([N:4]2[C:5]3[CH:10]=[CH:9][C:8]([O:11][C:12]4[CH:21]=[CH:20][N:19]=[C:18]5[C:13]=4[C:14]4[CH:26]=[CH:25][CH:24]=[CH:23][C:15]=4[C:16](=[O:22])[NH:17]5)=[CH:7][C:6]=3[O:1][CH2:2][CH2:3]2)=[O:29])[CH:35]=[CH:34][CH:33]=[CH:32][CH:31]=1. The yield is 0.0700.